This data is from Reaction yield outcomes from USPTO patents with 853,638 reactions. The task is: Predict the reaction yield, written as a fraction of the theoretical maximum amount of product (1.0 means a 100% yield; for example, 0.34 means a 34% yield). (1) The reactants are [H-].[Na+].[CH2:3]([C:5]1[CH:10]=[CH:9][C:8]([C:11]2[N:16]=[C:15]([NH:17][CH2:18][CH2:19][CH2:20][O:21][C:22]3[CH:23]=[C:24]4[C:28](=[CH:29][CH:30]=3)[C@H:27]([CH2:31][C:32]([O:34][CH2:35][CH3:36])=[O:33])[CH2:26][CH2:25]4)[C:14]([C:37]([F:40])([F:39])[F:38])=[CH:13][CH:12]=2)=[CH:7][CH:6]=1)[CH3:4].[CH3:41]I. The catalyst is CN(C=O)C. The product is [CH2:3]([C:5]1[CH:6]=[CH:7][C:8]([C:11]2[N:16]=[C:15]([N:17]([CH3:41])[CH2:18][CH2:19][CH2:20][O:21][C:22]3[CH:23]=[C:24]4[C:28](=[CH:29][CH:30]=3)[C@H:27]([CH2:31][C:32]([O:34][CH2:35][CH3:36])=[O:33])[CH2:26][CH2:25]4)[C:14]([C:37]([F:40])([F:38])[F:39])=[CH:13][CH:12]=2)=[CH:9][CH:10]=1)[CH3:4]. The yield is 0.0800. (2) The reactants are N1(O[CH2:11][CH2:12][CH2:13][CH2:14][CH:15]([C:23]2[NH:27][N:26]=[C:25]([NH:28][C:29]3[CH:30]=[N:31][C:32]([N:37]4[CH:41]=[C:40]([Cl:42])[N:39]=[CH:38]4)=[C:33]([O:35][CH3:36])[CH:34]=3)[N:24]=2)[C:16]2[CH:21]=[CH:20][C:19]([F:22])=[CH:18][CH:17]=2)C2C=CC=CC=2N=N1.CCN(C(C)C)C(C)C. The yield is 0.0600. The catalyst is CC(=O)CC. The product is [Cl:42][C:40]1[N:39]=[CH:38][N:37]([C:32]2[N:31]=[CH:30][C:29]([NH:28][C:25]3[N:24]=[C:23]4[CH:15]([C:16]5[CH:17]=[CH:18][C:19]([F:22])=[CH:20][CH:21]=5)[CH2:14][CH2:13][CH2:12][CH2:11][N:27]4[N:26]=3)=[CH:34][C:33]=2[O:35][CH3:36])[CH:41]=1.